Dataset: Full USPTO retrosynthesis dataset with 1.9M reactions from patents (1976-2016). Task: Predict the reactants needed to synthesize the given product. (1) Given the product [C:9]([NH:16][C@H:17]([CH2:20][C:21]1[CH:26]=[CH:25][CH:24]=[CH:23][CH:22]=1)[CH2:18][OH:19])([O:11][C:12]([CH3:13])([CH3:14])[CH3:15])=[O:10], predict the reactants needed to synthesize it. The reactants are: [C:9](O[C:9]([O:11][C:12]([CH3:15])([CH3:14])[CH3:13])=[O:10])([O:11][C:12]([CH3:15])([CH3:14])[CH3:13])=[O:10].[NH2:16][C@H:17]([CH2:20][C:21]1[CH:26]=[CH:25][CH:24]=[CH:23][CH:22]=1)[CH2:18][OH:19]. (2) Given the product [Cl:1][C:10]1[C:5]([OH:4])=[N:6][C:7]([C:14]2[CH:19]=[CH:18][CH:17]=[CH:16][N:15]=2)=[N:8][C:9]=1[C:11]([OH:13])=[O:12], predict the reactants needed to synthesize it. The reactants are: [Cl:1][O-].[Na+].[OH:4][C:5]1[CH:10]=[C:9]([C:11]([OH:13])=[O:12])[N:8]=[C:7]([C:14]2[CH:19]=[CH:18][CH:17]=[CH:16][N:15]=2)[N:6]=1.Cl.S(S([O-])=O)([O-])(=O)=O.[Na+].[Na+].[OH-].[Na+].